From a dataset of NCI-60 drug combinations with 297,098 pairs across 59 cell lines. Regression. Given two drug SMILES strings and cell line genomic features, predict the synergy score measuring deviation from expected non-interaction effect. (1) Drug 1: C1=NC2=C(N=C(N=C2N1C3C(C(C(O3)CO)O)O)F)N. Drug 2: CCC1(C2=C(COC1=O)C(=O)N3CC4=CC5=C(C=CC(=C5CN(C)C)O)N=C4C3=C2)O.Cl. Cell line: K-562. Synergy scores: CSS=35.7, Synergy_ZIP=-10.7, Synergy_Bliss=-10.9, Synergy_Loewe=-17.9, Synergy_HSA=-8.36. (2) Drug 1: CC1=C(C(=O)C2=C(C1=O)N3CC4C(C3(C2COC(=O)N)OC)N4)N. Drug 2: C1=CC=C(C=C1)NC(=O)CCCCCCC(=O)NO. Cell line: SK-OV-3. Synergy scores: CSS=75.7, Synergy_ZIP=6.73, Synergy_Bliss=5.55, Synergy_Loewe=5.22, Synergy_HSA=10.2. (3) Drug 1: CC(CN1CC(=O)NC(=O)C1)N2CC(=O)NC(=O)C2. Drug 2: C1=NC(=NC(=O)N1C2C(C(C(O2)CO)O)O)N. Cell line: MDA-MB-435. Synergy scores: CSS=15.3, Synergy_ZIP=0.539, Synergy_Bliss=6.71, Synergy_Loewe=1.76, Synergy_HSA=2.67. (4) Synergy scores: CSS=38.7, Synergy_ZIP=-4.54, Synergy_Bliss=-3.83, Synergy_Loewe=-63.8, Synergy_HSA=-4.28. Drug 1: CC1=C(N=C(N=C1N)C(CC(=O)N)NCC(C(=O)N)N)C(=O)NC(C(C2=CN=CN2)OC3C(C(C(C(O3)CO)O)O)OC4C(C(C(C(O4)CO)O)OC(=O)N)O)C(=O)NC(C)C(C(C)C(=O)NC(C(C)O)C(=O)NCCC5=NC(=CS5)C6=NC(=CS6)C(=O)NCCC[S+](C)C)O. Cell line: SF-295. Drug 2: CS(=O)(=O)OCCCCOS(=O)(=O)C.